From a dataset of Forward reaction prediction with 1.9M reactions from USPTO patents (1976-2016). Predict the product of the given reaction. (1) Given the reactants CS(O[C@H:6]1[CH2:9][C@H:8]([NH:10][C:11]([O:13][C:14]([CH3:17])([CH3:16])[CH3:15])=[O:12])[CH2:7]1)(=O)=O.[F:18][C:19]([F:28])([F:27])[C:20]1[CH:21]=[C:22]([SH:26])[CH:23]=[CH:24][CH:25]=1.C([O-])([O-])=O.[K+].[K+], predict the reaction product. The product is: [F:28][C:19]([F:18])([F:27])[C:20]1[CH:21]=[C:22]([S:26][C@H:6]2[CH2:7][C@H:8]([NH:10][C:11](=[O:12])[O:13][C:14]([CH3:15])([CH3:16])[CH3:17])[CH2:9]2)[CH:23]=[CH:24][CH:25]=1. (2) Given the reactants [C:1]1([Mg]Br)[CH:6]=[CH:5][CH:4]=[CH:3][CH:2]=1.[CH3:9][C:10]1[CH:17]=[CH:16][C:13]([C:14]#[N:15])=[C:12]([C:18]([F:21])([F:20])[F:19])[CH:11]=1, predict the reaction product. The product is: [CH3:9][C:10]1[CH:17]=[CH:16][C:13]([C:14]([C:1]2[CH:6]=[CH:5][CH:4]=[CH:3][CH:2]=2)=[NH:15])=[C:12]([C:18]([F:19])([F:20])[F:21])[CH:11]=1.